This data is from Full USPTO retrosynthesis dataset with 1.9M reactions from patents (1976-2016). The task is: Predict the reactants needed to synthesize the given product. (1) Given the product [F:23][C:2]([F:1])([F:22])[C:3]([N:5]1[C:13]2[C:8](=[C:9]([CH2:14][CH2:15][CH2:16][CH2:17][CH2:18][CH2:19][CH2:20][CH3:21])[CH:10]=[CH:11][CH:12]=2)[CH2:7][CH2:6]1)=[O:4], predict the reactants needed to synthesize it. The reactants are: [F:1][C:2]([F:23])([F:22])[C:3]([N:5]1[C:13]2[C:8](=[C:9]([C:14]#[C:15][CH2:16][CH2:17][CH2:18][CH2:19][CH2:20][CH3:21])[CH:10]=[CH:11][CH:12]=2)[CH2:7][CH2:6]1)=[O:4].C(C1C=C2C(=CC=1)NC=C2)#CCCCCCC. (2) Given the product [F:50][C:29]1[CH:28]=[C:27]([O:26][C:24]2[CH:23]=[CH:22][N:21]=[C:20]([NH:19][C:17]([N:55]3[CH2:56][CH2:57][C@@H:53]([OH:52])[CH2:54]3)=[O:18])[CH:25]=2)[C:32]([F:33])=[CH:31][C:30]=1[NH:34][C:35]([C:37]1([C:40]([O:42][CH2:43][C:44]2[CH:45]=[CH:46][CH:47]=[CH:48][CH:49]=2)=[O:41])[CH2:38][CH2:39]1)=[O:36], predict the reactants needed to synthesize it. The reactants are: C(N(CC)C(C)C)(C)C.O([C:17]([NH:19][C:20]1[CH:25]=[C:24]([O:26][C:27]2[C:32]([F:33])=[CH:31][C:30]([NH:34][C:35]([C:37]3([C:40]([O:42][CH2:43][C:44]4[CH:49]=[CH:48][CH:47]=[CH:46][CH:45]=4)=[O:41])[CH2:39][CH2:38]3)=[O:36])=[C:29]([F:50])[CH:28]=2)[CH:23]=[CH:22][N:21]=1)=[O:18])C1C=CC=CC=1.Cl.[OH:52][C@@H:53]1[CH2:57][CH2:56][NH:55][CH2:54]1.C(=O)([O-])O.[Na+]. (3) Given the product [NH2:3][CH2:12][CH2:13][N:14]1[CH2:19][CH2:18][N:17]([C:20]([O:22][C:23]([CH3:26])([CH3:25])[CH3:24])=[O:21])[CH2:16][CH2:15]1, predict the reactants needed to synthesize it. The reactants are: O=C1C2C(=CC=CC=2)C(=O)[N:3]1[CH2:12][CH2:13][N:14]1[CH2:19][CH2:18][N:17]([C:20]([O:22][C:23]([CH3:26])([CH3:25])[CH3:24])=[O:21])[CH2:16][CH2:15]1.O.NN. (4) Given the product [CH3:35][O:36][C:37]1[CH:42]=[CH:41][C:40]([CH2:43][CH2:44][O:32][C:29]2[CH:28]=[CH:27][C:26]([C:25]([NH:24][CH2:23][C:22]([OH:21])=[O:34])=[O:33])=[CH:31][CH:30]=2)=[CH:39][CH:38]=1, predict the reactants needed to synthesize it. The reactants are: C(P(=CC#N)(CCCC)CCCC)CCC.C([O:21][C:22](=[O:34])[CH2:23][NH:24][C:25](=[O:33])[C:26]1[CH:31]=[CH:30][C:29]([OH:32])=[CH:28][CH:27]=1)(C)(C)C.[CH3:35][O:36][C:37]1[CH:42]=[CH:41][C:40]([CH2:43][CH2:44]O)=[CH:39][CH:38]=1.FC(F)(F)C(O)=O. (5) Given the product [CH3:1][C:2]([C:7]1[CH:12]=[CH:11][CH:10]=[CH:9][CH:8]=1)([CH3:6])[C:3]([Cl:16])=[O:4], predict the reactants needed to synthesize it. The reactants are: [CH3:1][C:2]([C:7]1[CH:12]=[CH:11][CH:10]=[CH:9][CH:8]=1)([CH3:6])[C:3](O)=[O:4].C(Cl)(=O)C([Cl:16])=O. (6) Given the product [F:11][C:9]1[CH:10]=[C:2]([OH:27])[C:3]2[CH:4]=[N:5][N:6]([C:12]3[CH:17]=[CH:16][C:15]([O:18][CH2:19][C:20]4[CH:25]=[CH:24][CH:23]=[CH:22][CH:21]=4)=[C:14]([F:26])[CH:13]=3)[C:7]=2[CH:8]=1, predict the reactants needed to synthesize it. The reactants are: Br[C:2]1[CH:10]=[C:9]([F:11])[CH:8]=[C:7]2[C:3]=1[CH:4]=[N:5][N:6]2[C:12]1[CH:17]=[CH:16][C:15]([O:18][CH2:19][C:20]2[CH:25]=[CH:24][CH:23]=[CH:22][CH:21]=2)=[C:14]([F:26])[CH:13]=1.[OH-:27].[K+].Cl. (7) Given the product [NH2:2][C@@H:3]([C:5]1[CH:13]=[CH:12][C:8]([C:9]([O:11][CH3:19])=[O:10])=[CH:7][CH:6]=1)[CH3:4], predict the reactants needed to synthesize it. The reactants are: Cl.[NH2:2][C@@H:3]([C:5]1[CH:13]=[CH:12][C:8]([C:9]([OH:11])=[O:10])=[CH:7][CH:6]=1)[CH3:4].S(=O)(=O)(O)O.[CH3:19]O.